Dataset: Forward reaction prediction with 1.9M reactions from USPTO patents (1976-2016). Task: Predict the product of the given reaction. (1) The product is: [F:1][C:2]1[CH:7]=[CH:6][C:5]([C:8]2[C:17]([N:18]([CH3:22])[CH:19]([CH3:21])[CH3:20])=[N:16][C:15]3[C:10](=[CH:11][C:12]([O:27][CH3:28])=[C:13]([C:23]([OH:25])=[O:24])[CH:14]=3)[N:9]=2)=[CH:4][CH:3]=1. Given the reactants [F:1][C:2]1[CH:7]=[CH:6][C:5]([C:8]2[C:17]([N:18]([CH3:22])[CH:19]([CH3:21])[CH3:20])=[N:16][C:15]3[C:10](=[CH:11][C:12]([O:27][CH3:28])=[C:13]([C:23]([O:25]C)=[O:24])[CH:14]=3)[N:9]=2)=[CH:4][CH:3]=1.[OH-].[Na+], predict the reaction product. (2) Given the reactants [F:1][C:2]1[CH:3]=[C:4]([C@@H:9]2[CH2:18][CH2:17][C:12]3([CH2:16][CH2:15][CH2:14][CH2:13]3)[C:11](=[O:19])[NH:10]2)[CH:5]=[C:6]([F:8])[CH:7]=1.N[C:21]1[CH:22]=C2C(=C[CH:38]=1)C[C@]1(C3C(=NC=CC=3)NC1=O)C2, predict the reaction product. The product is: [CH2:22]([N:10]1[C@H:9]([C:4]2[CH:3]=[C:2]([F:1])[CH:7]=[C:6]([F:8])[CH:5]=2)[CH2:18][CH2:17][C:12]2([CH2:16][CH2:15][CH2:14][CH2:13]2)[C:11]1=[O:19])[CH:21]=[CH2:38].